Dataset: Forward reaction prediction with 1.9M reactions from USPTO patents (1976-2016). Task: Predict the product of the given reaction. (1) Given the reactants [C:1]([CH:3]=[C:4]([NH:15][C:16](=[O:20])OCC)[C:5]1[CH:10]=[CH:9][C:8]([C:11]([F:14])([F:13])[F:12])=[CH:7][CH:6]=1)#[N:2].[N:21]1([CH2:27][C:28]([NH:30][NH2:31])=O)[CH2:26][CH2:25][O:24][CH2:23][CH2:22]1.C(OCC)(=O)C.O, predict the reaction product. The product is: [N:21]1([CH2:27][C:28]2[N:2]=[C:1]3[N:31]([C:16]([OH:20])=[N:15][C:4]([C:5]4[CH:6]=[CH:7][C:8]([C:11]([F:12])([F:13])[F:14])=[CH:9][CH:10]=4)=[CH:3]3)[N:30]=2)[CH2:26][CH2:25][O:24][CH2:23][CH2:22]1. (2) Given the reactants [F:1][C:2]1[CH:28]=[CH:27][C:5]([CH2:6][CH:7]2[CH2:12][CH2:11][N:10]([C:13](=[O:26])[C:14]([NH:16][C:17]3[CH:22]=[CH:21][C:20]([N+:23]([O-])=O)=[CH:19][CH:18]=3)=[O:15])[CH2:9][CH2:8]2)=[CH:4][CH:3]=1.C(OC(C)C)(C)C.CCCCCC, predict the reaction product. The product is: [NH2:23][C:20]1[CH:21]=[CH:22][C:17]([NH:16][C:14](=[O:15])[C:13]([N:10]2[CH2:11][CH2:12][CH:7]([CH2:6][C:5]3[CH:4]=[CH:3][C:2]([F:1])=[CH:28][CH:27]=3)[CH2:8][CH2:9]2)=[O:26])=[CH:18][CH:19]=1. (3) Given the reactants [CH3:1][CH2:2][CH2:3][CH2:4][CH2:5][CH2:6][CH2:7][CH2:8][CH2:9][CH2:10][CH2:11][CH2:12][O:13][C:14]([CH:16]([N:18]([CH3:20])[CH3:19])[CH3:17])=[O:15].[CH3:21][S:22]([OH:25])(=[O:24])=[O:23], predict the reaction product. The product is: [CH3:21][S:22]([OH:25])(=[O:24])=[O:23].[CH3:19][N:18]([CH3:20])[CH:16]([CH3:17])[C:14]([O:13][CH2:12][CH2:11][CH2:10][CH2:9][CH2:8][CH2:7][CH2:6][CH2:5][CH2:4][CH2:3][CH2:2][CH3:1])=[O:15]. (4) The product is: [OH:7][C:6]1[C:5]2[C:4](=[CH:3][C:2]([F:1])=[C:10]([F:11])[CH:9]=2)[N:12]=[CH:17][N:18]=1. Given the reactants [F:1][C:2]1[CH:3]=[C:4]([NH2:12])[C:5](=[CH:9][C:10]=1[F:11])[C:6](O)=[O:7].C(O)(=O)C.[CH:17](N)=[NH:18], predict the reaction product. (5) Given the reactants C(O[B:5]1[O:9][C:8]([CH3:11])([CH3:10])[C:7]([CH3:13])([CH3:12])[O:6]1)(C)C.C([Li])CCC.[F:19][C:20]1[CH:25]=[C:24]([CH2:26][O:27][CH:28]([CH3:30])[CH3:29])[CH:23]=[C:22]([F:31])[CH:21]=1, predict the reaction product. The product is: [F:19][C:20]1[CH:25]=[C:24]([CH2:26][O:27][CH:28]([CH3:29])[CH3:30])[CH:23]=[C:22]([F:31])[C:21]=1[B:5]1[O:6][C:7]([CH3:12])([CH3:13])[C:8]([CH3:10])([CH3:11])[O:9]1.